This data is from Peptide-MHC class II binding affinity with 134,281 pairs from IEDB. The task is: Regression. Given a peptide amino acid sequence and an MHC pseudo amino acid sequence, predict their binding affinity value. This is MHC class II binding data. (1) The peptide sequence is ALDVWALGLAIFEFV. The MHC is HLA-DQA10301-DQB10302 with pseudo-sequence HLA-DQA10301-DQB10302. The binding affinity (normalized) is 0.237. (2) The peptide sequence is KCIEWEKAQHGA. The MHC is DRB4_0101 with pseudo-sequence DRB4_0103. The binding affinity (normalized) is 0.787.